Dataset: Full USPTO retrosynthesis dataset with 1.9M reactions from patents (1976-2016). Task: Predict the reactants needed to synthesize the given product. (1) Given the product [C:12]([NH:11][C:8]1[N:7]=[C:6]([Cl:16])[N:5]=[C:4]2[C:9]=1[N:10]=[C:2]([NH:28][CH2:27][C:26]1[CH:29]=[CH:30][C:31]([O:33][CH3:34])=[CH:32][C:25]=1[O:24][CH3:23])[N:3]2[CH:17]1[CH2:22][CH2:21][CH2:20][CH2:19][O:18]1)([CH3:15])([CH3:14])[CH3:13], predict the reactants needed to synthesize it. The reactants are: Br[C:2]1[N:3]([CH:17]2[CH2:22][CH2:21][CH2:20][CH2:19][O:18]2)[C:4]2[C:9]([N:10]=1)=[C:8]([NH:11][C:12]([CH3:15])([CH3:14])[CH3:13])[N:7]=[C:6]([Cl:16])[N:5]=2.[CH3:23][O:24][C:25]1[CH:32]=[C:31]([O:33][CH3:34])[CH:30]=[CH:29][C:26]=1[CH2:27][NH2:28].[O-]P([O-])([O-])=O.[K+].[K+].[K+].C1(C2C=CC=CC=2)C=CC=CC=1P(C(C)(C)C)C(C)(C)C. (2) Given the product [NH2:1][C:2]1[N:7]2[N:8]=[CH:9][N:10]=[C:6]2[N:5]=[C:4]([CH3:11])[C:3]=1[C:12]#[C:13][CH:14]([O:15][CH2:24][C:25]([OH:27])=[O:26])[CH:16]1[CH2:20][CH2:19][CH2:18][CH2:17]1, predict the reactants needed to synthesize it. The reactants are: [NH2:1][C:2]1[N:7]2[N:8]=[CH:9][N:10]=[C:6]2[N:5]=[C:4]([CH3:11])[C:3]=1[C:12]#[C:13][CH:14]([CH:16]1[CH2:20][CH2:19][CH2:18][CH2:17]1)[OH:15].[H-].[Na+].Br[CH2:24][C:25]([O:27]C(C)(C)C)=[O:26]. (3) Given the product [CH3:18][C:19]1[C:24]([O:25][C:26]2[N:31]=[CH:30][C:29]([NH:32][C:11]([C:6]3[CH:7]=[CH:8][CH:9]=[C:10]4[C:5]=3[NH:4][C:3]([C:14]([F:17])([F:16])[F:15])=[C:2]4[CH3:1])=[O:13])=[CH:28][CH:27]=2)=[CH:23][CH:22]=[CH:21][N:20]=1, predict the reactants needed to synthesize it. The reactants are: [CH3:1][C:2]1[C:10]2[C:5](=[C:6]([C:11]([OH:13])=O)[CH:7]=[CH:8][CH:9]=2)[NH:4][C:3]=1[C:14]([F:17])([F:16])[F:15].[CH3:18][C:19]1[C:24]([O:25][C:26]2[N:31]=[CH:30][C:29]([NH2:32])=[CH:28][CH:27]=2)=[CH:23][CH:22]=[CH:21][N:20]=1.Cl.CN(C)CCCN=C=NCC. (4) Given the product [NH2:23][C:16]1[CH:17]=[C:18]([CH:21]=[CH:22][C:15]=1[N:8]1[C:4]2=[N:5][CH:6]=[CH:7][C:2]([I:1])=[C:3]2[C:10]([C:11]([F:14])([F:13])[F:12])=[N:9]1)[C:19]#[N:20], predict the reactants needed to synthesize it. The reactants are: [I:1][C:2]1[CH:7]=[CH:6][N:5]=[C:4]2[N:8]([C:15]3[CH:22]=[CH:21][C:18]([C:19]#[N:20])=[CH:17][C:16]=3[N+:23]([O-])=O)[N:9]=[C:10]([C:11]([F:14])([F:13])[F:12])[C:3]=12.CO.O.[Cl-].[NH4+].